Dataset: Full USPTO retrosynthesis dataset with 1.9M reactions from patents (1976-2016). Task: Predict the reactants needed to synthesize the given product. (1) Given the product [Br:22][C:19]1[CH:20]=[CH:21][C:16]([O:10][C:7]2[CH:6]=[CH:5][C:4]([O:3][C:2]([F:11])([F:12])[F:1])=[CH:9][CH:8]=2)=[N:17][CH:18]=1, predict the reactants needed to synthesize it. The reactants are: [F:1][C:2]([F:12])([F:11])[O:3][C:4]1[CH:9]=[CH:8][C:7]([OH:10])=[CH:6][CH:5]=1.[H-].[Na+].Br[C:16]1[CH:21]=[CH:20][C:19]([Br:22])=[CH:18][N:17]=1.C(OCC)(=O)C. (2) Given the product [C:25]([C:27]1[CH:28]=[C:29]([C:30]2[O:1][N:2]=[C:3]([C:5]3[CH:13]=[CH:12][C:11]4[N:10]5[CH2:14][CH2:15][CH:16]([CH2:17][C:18]([O:20][C:21]([CH3:24])([CH3:23])[CH3:22])=[O:19])[C:9]5=[CH:8][C:7]=4[CH:6]=3)[N:4]=2)[CH:33]=[C:34]([O:36][CH3:37])[CH:35]=1)#[N:26], predict the reactants needed to synthesize it. The reactants are: [OH:1][N:2]=[C:3]([C:5]1[CH:13]=[CH:12][C:11]2[N:10]3[CH2:14][CH2:15][CH:16]([CH2:17][C:18]([O:20][C:21]([CH3:24])([CH3:23])[CH3:22])=[O:19])[C:9]3=[CH:8][C:7]=2[CH:6]=1)[NH2:4].[C:25]([C:27]1[CH:28]=[C:29]([CH:33]=[C:34]([O:36][CH3:37])[CH:35]=1)[C:30](O)=O)#[N:26]. (3) Given the product [C:1]1([C:13]2[CH:18]=[CH:17][CH:16]=[CH:15][CH:14]=2)[CH:2]=[CH:3][C:4]([CH:7]([O:11][CH3:12])[C:8]([NH:26][CH2:25][C:24]2[CH:27]=[CH:28][C:21]([C:20]#[N:19])=[CH:22][CH:23]=2)=[O:10])=[CH:5][CH:6]=1, predict the reactants needed to synthesize it. The reactants are: [C:1]1([C:13]2[CH:18]=[CH:17][CH:16]=[CH:15][CH:14]=2)[CH:6]=[CH:5][C:4]([CH:7]([O:11][CH3:12])[C:8]([OH:10])=O)=[CH:3][CH:2]=1.[NH2:19][CH2:20][C:21]1[CH:28]=[CH:27][C:24]([C:25]#[N:26])=[CH:23][CH:22]=1. (4) Given the product [CH3:13][C:12]1[C:7]([CH:16]=[O:17])=[N:8][CH:9]=[CH:10][CH:11]=1, predict the reactants needed to synthesize it. The reactants are: C([Li])CCC.Br[C:7]1[C:12]([CH3:13])=[CH:11][CH:10]=[CH:9][N:8]=1.CN(C)[CH:16]=[O:17]. (5) Given the product [Cl:28][C:23]1[CH:24]=[CH:25][CH:26]=[CH:27][C:22]=1[C:20]1[O:19][N:18]=[C:17]([CH2:16][S:15][C:12]2[CH:13]=[CH:14][C:6]([O:5][CH2:4][C:3]([OH:29])=[O:2])=[C:7]3[C:11]=2[CH2:10][CH2:9][CH2:8]3)[CH:21]=1, predict the reactants needed to synthesize it. The reactants are: C[O:2][C:3](=[O:29])[CH2:4][O:5][C:6]1[CH:14]=[CH:13][C:12]([S:15][CH2:16][C:17]2[CH:21]=[C:20]([C:22]3[CH:27]=[CH:26][CH:25]=[CH:24][C:23]=3[Cl:28])[O:19][N:18]=2)=[C:11]2[C:7]=1[CH2:8][CH2:9][CH2:10]2.[K+].[Br-].